From a dataset of CYP2D6 substrate classification data from Carbon-Mangels et al.. Regression/Classification. Given a drug SMILES string, predict its absorption, distribution, metabolism, or excretion properties. Task type varies by dataset: regression for continuous measurements (e.g., permeability, clearance, half-life) or binary classification for categorical outcomes (e.g., BBB penetration, CYP inhibition). Dataset: cyp2d6_substrate_carbonmangels. The compound is CN1C(=O)C[C@@H](c2ccccc2)C1=O. The result is 0 (non-substrate).